This data is from Reaction yield outcomes from USPTO patents with 853,638 reactions. The task is: Predict the reaction yield, written as a fraction of the theoretical maximum amount of product (1.0 means a 100% yield; for example, 0.34 means a 34% yield). The reactants are [C:1]([C:5]1[S:9][C:8](=[NH:10])[N:7]([CH2:11][CH:12]2[CH2:15][N:14]([C:16]([O:18][C:19]([CH3:22])([CH3:21])[CH3:20])=[O:17])[CH2:13]2)[CH:6]=1)([CH3:4])([CH3:3])[CH3:2].C(N(CC)CC)C.[F:30][C:31]1[CH:39]=[CH:38][C:37]([C:40]([F:43])([F:42])[F:41])=[CH:36][C:32]=1[C:33](Cl)=[O:34]. The catalyst is O1CCCC1. The product is [C:1]([C:5]1[S:9]/[C:8](=[N:10]\[C:33](=[O:34])[C:32]2[CH:36]=[C:37]([C:40]([F:41])([F:42])[F:43])[CH:38]=[CH:39][C:31]=2[F:30])/[N:7]([CH2:11][CH:12]2[CH2:15][N:14]([C:16]([O:18][C:19]([CH3:22])([CH3:21])[CH3:20])=[O:17])[CH2:13]2)[CH:6]=1)([CH3:4])([CH3:2])[CH3:3]. The yield is 0.800.